From a dataset of Reaction yield outcomes from USPTO patents with 853,638 reactions. Predict the reaction yield, written as a fraction of the theoretical maximum amount of product (1.0 means a 100% yield; for example, 0.34 means a 34% yield). (1) The reactants are [NH:1]([C:3]1[CH:8]=[C:7]([C:9]#[N:10])[CH:6]=[CH:5][N:4]=1)[NH2:2].O=[C:12]([CH:19]([C:21]1[CH:26]=[CH:25][CH:24]=[CH:23][CH:22]=1)[CH3:20])[CH2:13][C:14](OCC)=[O:15]. No catalyst specified. The product is [OH:15][C:14]1[N:1]([C:3]2[CH:8]=[C:7]([C:9]#[N:10])[CH:6]=[CH:5][N:4]=2)[N:2]=[C:12]([CH:19]([C:21]2[CH:22]=[CH:23][CH:24]=[CH:25][CH:26]=2)[CH3:20])[CH:13]=1. The yield is 0.400. (2) The yield is 0.700. The reactants are [C:1]1([CH2:7][C:8]2[CH:13]=[CH:12][CH:11]=[CH:10][CH:9]=2)[CH:6]=[CH:5][CH:4]=[CH:3][CH:2]=1.[C:14](Cl)([CH3:17])([CH3:16])[CH3:15]. The catalyst is Cl.[Al+3].[Cl-].[Cl-].[Cl-]. The product is [CH3:15][C:14]([C:4]1[CH:5]=[CH:6][C:1]([CH2:7][C:8]2[CH:9]=[CH:10][C:11]([C:1]([CH3:7])([CH3:6])[CH3:2])=[CH:12][CH:13]=2)=[CH:2][CH:3]=1)([CH3:17])[CH3:16]. (3) The reactants are Cl.[CH3:2][O:3][C:4](=[O:9])[CH:5]([CH2:7][OH:8])[NH2:6].CN(C(ON1N=NC2C=CC=NC1=2)=[N+](C)C)C.F[P-](F)(F)(F)(F)F.[F:34][CH:35]([CH3:39])[C:36](O)=[O:37].C(N(CC)CC)C. The catalyst is O.C(Cl)Cl. The product is [F:34][CH:35]([CH3:39])[C:36]([NH:6][CH:5]([CH2:7][OH:8])[C:4]([O:3][CH3:2])=[O:9])=[O:37]. The yield is 0.380. (4) The catalyst is ClCCl. The reactants are [NH:1]1[C:10]2[C:5](=[CH:6][CH:7]=[CH:8][CH:9]=2)[CH2:4][CH2:3][CH2:2]1.[C:11]([C:13]1[CH:14]=[C:15]([CH:19]=[CH:20][CH:21]=1)[C:16](Cl)=[O:17])#[N:12].C(N(CC)CC)C. The yield is 0.860. The product is [C:11]([C:13]1[CH:14]=[C:15]([CH:19]=[CH:20][CH:21]=1)[C:16]([N:1]1[C:10]2[C:5](=[CH:6][CH:7]=[CH:8][CH:9]=2)[CH2:4][CH2:3][CH2:2]1)=[O:17])#[N:12].